Dataset: NCI-60 drug combinations with 297,098 pairs across 59 cell lines. Task: Regression. Given two drug SMILES strings and cell line genomic features, predict the synergy score measuring deviation from expected non-interaction effect. Drug 1: C1=CN(C=N1)CC(O)(P(=O)(O)O)P(=O)(O)O. Drug 2: COCCOC1=C(C=C2C(=C1)C(=NC=N2)NC3=CC=CC(=C3)C#C)OCCOC.Cl. Cell line: CAKI-1. Synergy scores: CSS=5.37, Synergy_ZIP=-2.30, Synergy_Bliss=0.956, Synergy_Loewe=-2.99, Synergy_HSA=-0.641.